Dataset: Reaction yield outcomes from USPTO patents with 853,638 reactions. Task: Predict the reaction yield, written as a fraction of the theoretical maximum amount of product (1.0 means a 100% yield; for example, 0.34 means a 34% yield). (1) The product is [F:5][C:6]1[C:15]([N+:1]([O-:4])=[O:2])=[CH:14][CH:13]=[C:12]([F:16])[C:7]=1[C:8]([O:10][CH3:11])=[O:9]. The yield is 0.806. The catalyst is S(=O)(=O)(O)O. The reactants are [N+:1]([O-:4])(O)=[O:2].[F:5][C:6]1[CH:15]=[CH:14][CH:13]=[C:12]([F:16])[C:7]=1[C:8]([O:10][CH3:11])=[O:9]. (2) The reactants are [C:1]([O:5][C:6]([N:8]1[CH2:13][CH2:12][CH:11]([C:14]2[N:15]([CH2:20][CH2:21][OH:22])[CH:16]=[C:17](Br)[N:18]=2)[CH2:10][CH2:9]1)=[O:7])([CH3:4])([CH3:3])[CH3:2].[F:23][C:24]1[CH:25]=[C:26](B(O)O)[CH:27]=[CH:28][C:29]=1[CH3:30].C(=O)([O-])[O-].[Cs+].[Cs+]. The catalyst is O1CCOCC1.O.C(P(CCCC)CCCC)CCC.C(P(CCCC)CCCC)CCC.[Pd]. The product is [C:1]([O:5][C:6]([N:8]1[CH2:13][CH2:12][CH:11]([C:14]2[N:15]([CH2:20][CH2:21][OH:22])[CH:16]=[C:17]([C:27]3[CH:26]=[CH:25][C:24]([F:23])=[C:29]([CH3:30])[CH:28]=3)[N:18]=2)[CH2:10][CH2:9]1)=[O:7])([CH3:4])([CH3:3])[CH3:2]. The yield is 0.700. (3) The yield is 0.960. The catalyst is C(Cl)Cl. The reactants are [C:9](O[C:9]([O:11][C:12]([CH3:15])([CH3:14])[CH3:13])=[O:10])([O:11][C:12]([CH3:15])([CH3:14])[CH3:13])=[O:10].[NH2:16][CH2:17][C:18]1([CH2:24][OH:25])[CH2:23][CH2:22][O:21][CH2:20][CH2:19]1.[NH4+].[Cl-]. The product is [OH:25][CH2:24][C:18]1([CH2:17][NH:16][C:9](=[O:10])[O:11][C:12]([CH3:13])([CH3:14])[CH3:15])[CH2:23][CH2:22][O:21][CH2:20][CH2:19]1. (4) The reactants are [N:1]1[C:8]([Cl:9])=[N:7][C:5](Cl)=[N:4][C:2]=1[Cl:3].[CH:10]12[O:17][CH:14]([CH2:15][CH2:16]1)[CH2:13][NH:12][CH2:11]2. No catalyst specified. The product is [Cl:9][C:8]1[N:1]=[C:2]([Cl:3])[N:4]=[C:5]([N:12]2[CH2:11][CH:10]3[O:17][CH:14]([CH2:15][CH2:16]3)[CH2:13]2)[N:7]=1. The yield is 0.470. (5) The reactants are [Br:1][C:2]1[CH:7]=[CH:6][C:5]([C:8]([C:10]2[CH:15]=[CH:14][C:13]([OH:16])=[C:12]([Cl:17])[CH:11]=2)=O)=[CH:4][CH:3]=1.[C:18]1(=O)[CH2:24][CH2:23][CH2:22][CH2:21][CH2:20][CH2:19]1.C([O-])([O-])=O.[K+].[K+]. The catalyst is C1COCC1.[Zn].Cl[Ti](Cl)(Cl)Cl. The product is [Br:1][C:2]1[CH:7]=[CH:6][C:5]([C:8](=[C:18]2[CH2:24][CH2:23][CH2:22][CH2:21][CH2:20][CH2:19]2)[C:10]2[CH:15]=[CH:14][C:13]([OH:16])=[C:12]([Cl:17])[CH:11]=2)=[CH:4][CH:3]=1. The yield is 0.640. (6) The reactants are C([NH:5][C:6]1[C:15]2[CH:14]=[CH:13][CH:12]=[C:11]([C:16]([NH:18][C:19]3[CH:24]=[C:23]([C:25](=[O:37])[NH:26][C:27]4[CH:32]=[CH:31][CH:30]=[C:29](C(F)(F)F)[CH:28]=4)[CH:22]=[CH:21][C:20]=3[CH3:38])=[O:17])[C:10]=2[CH:9]=[CH:8][N:7]=1)(C)(C)C.NC1C=[C:42]([C:46](C)([CH3:49])[C:47]#[N:48])C=CC=1.NC1C=CC=CC=1. No catalyst specified. The product is [NH2:5][C:6]1[C:15]2[CH:14]=[CH:13][CH:12]=[C:11]([C:16]([NH:18][C:19]3[CH:24]=[C:23]([C:25](=[O:37])[NH:26][C:27]4[CH:32]=[CH:31][CH:30]=[C:29]([C:46]([C:47]#[N:48])([CH3:49])[CH3:42])[CH:28]=4)[CH:22]=[CH:21][C:20]=3[CH3:38])=[O:17])[C:10]=2[CH:9]=[CH:8][N:7]=1. The yield is 0.200.